From a dataset of Full USPTO retrosynthesis dataset with 1.9M reactions from patents (1976-2016). Predict the reactants needed to synthesize the given product. Given the product [F:1][C:2]1[CH:7]=[CH:6][CH:5]=[C:4]([O:8][C:9]([F:10])([F:11])[F:12])[C:3]=1[Si:27]([CH3:29])([CH3:28])[CH3:26], predict the reactants needed to synthesize it. The reactants are: [F:1][C:2]1[CH:7]=[CH:6][CH:5]=[C:4]([O:8][C:9]([F:12])([F:11])[F:10])[CH:3]=1.CN(CCN(C)C)C.C([Li])(CC)C.[CH3:26][Si:27](Cl)([CH3:29])[CH3:28].